Dataset: Reaction yield outcomes from USPTO patents with 853,638 reactions. Task: Predict the reaction yield, written as a fraction of the theoretical maximum amount of product (1.0 means a 100% yield; for example, 0.34 means a 34% yield). (1) The reactants are Cl.C(N=C=NCCCN(C)C)C.[CH:13]([C:15]1[NH:19][C:18]([CH3:20])=[C:17]([C:21]([OH:23])=O)[C:16]=1[CH3:24])=[O:14].O[N:26]1[C:30]2[CH:31]=[CH:32][CH:33]=[CH:34][C:29]=2[N:28]=N1.N1CCCCC1NC. The catalyst is O.CN(C=O)C.C(N(CC)CC)C. The product is [NH:28]1[CH2:29][CH2:34][CH2:33][CH2:32][CH:31]1[CH2:30][NH:26][C:21]([C:17]1[C:16]([CH3:24])=[C:15]([CH:13]=[O:14])[NH:19][C:18]=1[CH3:20])=[O:23]. The yield is 0.448. (2) The reactants are [CH2:1]([O:8][C:9]1[C:14]([F:15])=[CH:13][CH:12]=[CH:11][C:10]=1[CH2:16][C:17]#N)[C:2]1[CH:7]=[CH:6][CH:5]=[CH:4][CH:3]=1.[OH-:19].[Na+].Cl.[CH2:22]([OH:24])C. No catalyst specified. The product is [CH2:1]([O:8][C:9]1[C:14]([F:15])=[CH:13][CH:12]=[CH:11][C:10]=1[CH2:16][C:17]([O:24][CH3:22])=[O:19])[C:2]1[CH:7]=[CH:6][CH:5]=[CH:4][CH:3]=1. The yield is 0.810.